From a dataset of Retrosynthesis with 50K atom-mapped reactions and 10 reaction types from USPTO. Predict the reactants needed to synthesize the given product. (1) Given the product COC(=O)c1cnc(Nc2cc(Cl)nc(C)n2)s1, predict the reactants needed to synthesize it. The reactants are: COC(=O)c1cnc(N)s1.Cc1nc(Cl)cc(Cl)n1. (2) Given the product O=C(N[C@H]1CC[C@H](CCN2CCN(c3nccc4c3CCO4)CC2)CC1)c1ccc(N2CCOCC2)cc1, predict the reactants needed to synthesize it. The reactants are: N[C@H]1CC[C@H](CCN2CCN(c3nccc4c3CCO4)CC2)CC1.O=C(O)c1ccc(N2CCOCC2)cc1.